Dataset: Full USPTO retrosynthesis dataset with 1.9M reactions from patents (1976-2016). Task: Predict the reactants needed to synthesize the given product. (1) Given the product [S:11]1[C:12]2[CH:18]=[CH:17][CH:16]=[CH:15][C:13]=2[N:14]=[C:10]1[C:8]([C:6]1[CH:7]=[C:2]([Br:1])[CH:3]=[CH:4][C:5]=1[CH3:19])=[O:9], predict the reactants needed to synthesize it. The reactants are: [Br:1][C:2]1[CH:3]=[CH:4][C:5]([CH3:19])=[C:6]([CH:8]([C:10]2[S:11][C:12]3[CH:18]=[CH:17][CH:16]=[CH:15][C:13]=3[N:14]=2)[OH:9])[CH:7]=1.C1(C)C=CC=CC=1. (2) Given the product [NH2:1][CH2:4][C:5]1[C:14](=[O:15])[C:13]2[C:8](=[CH:9][C:10]([Cl:16])=[CH:11][CH:12]=2)[N:7]([C:17]2[CH:18]=[CH:19][CH:20]=[CH:21][CH:22]=2)[CH:6]=1, predict the reactants needed to synthesize it. The reactants are: [N:1]([CH2:4][C:5]1[C:14](=[O:15])[C:13]2[C:8](=[CH:9][C:10]([Cl:16])=[CH:11][CH:12]=2)[N:7]([C:17]2[CH:22]=[CH:21][CH:20]=[CH:19][CH:18]=2)[CH:6]=1)=[N+]=[N-]. (3) Given the product [CH:23]1([C:19]2[CH:20]=[C:21]([CH3:22])[C:16]([N:13]3[CH2:14][CH2:15][N:10]([C:8]([C:5]4[CH:4]=[CH:3][C:2]([N:28]5[C@H:27]([CH3:26])[CH2:31][O:30][C:29]5=[O:32])=[N:7][CH:6]=4)=[O:9])[CH2:11][CH2:12]3)=[N:17][CH:18]=2)[CH2:25][CH2:24]1, predict the reactants needed to synthesize it. The reactants are: Br[C:2]1[N:7]=[CH:6][C:5]([C:8]([N:10]2[CH2:15][CH2:14][N:13]([C:16]3[C:21]([CH3:22])=[CH:20][C:19]([CH:23]4[CH2:25][CH2:24]4)=[CH:18][N:17]=3)[CH2:12][CH2:11]2)=[O:9])=[CH:4][CH:3]=1.[CH3:26][C@@H:27]1[CH2:31][O:30][C:29](=[O:32])[NH:28]1. (4) Given the product [CH2:3]1[C:4]2[C:9](=[CH:8][CH:7]=[CH:6][CH:5]=2)[CH2:1][CH:2]1[C:10]([N:13]1[CH2:14][CH:15]=[C:16]([C:19]2[C:27]3[C:22](=[CH:23][CH:24]=[CH:25][CH:26]=3)[NH:21][CH:20]=2)[CH2:17][CH2:18]1)=[O:12], predict the reactants needed to synthesize it. The reactants are: [CH2:1]1[C:9]2[C:4](=[CH:5][CH:6]=[CH:7][CH:8]=2)[CH2:3][CH:2]1[C:10]([OH:12])=O.[NH:13]1[CH2:18][CH:17]=[C:16]([C:19]2[C:27]3[C:22](=[CH:23][CH:24]=[CH:25][CH:26]=3)[NH:21][CH:20]=2)[CH2:15][CH2:14]1. (5) Given the product [CH2:1]([O:3][C:4]([C:6]1[CH:11]=[CH:10][C:9]([CH:12]([NH:14][NH:15][C:16]([O:18][C:19]([CH3:21])([CH3:20])[CH3:22])=[O:17])[CH3:13])=[CH:8][CH:7]=1)=[O:5])[CH3:2], predict the reactants needed to synthesize it. The reactants are: [CH2:1]([O:3][C:4]([C:6]1[CH:11]=[CH:10][C:9]([C@@H:12]([NH:14][NH:15][C:16]([O:18][C:19]([CH3:22])([CH3:21])[CH3:20])=[O:17])[CH3:13])=[CH:8][CH:7]=1)=[O:5])[CH3:2].C(OC(NN=C(C1C=CC(C(OCC)=O)=CC=1)C)=O)(C)(C)C.[H][H]. (6) Given the product [CH2:5]([O:12][C:13]1[C:14]([CH2:19][Cl:3])=[N:15][CH:16]=[CH:17][CH:18]=1)[C:6]1[CH:11]=[CH:10][CH:9]=[CH:8][CH:7]=1, predict the reactants needed to synthesize it. The reactants are: S(Cl)([Cl:3])=O.[CH2:5]([O:12][C:13]1[C:14]([CH2:19]O)=[N:15][CH:16]=[CH:17][CH:18]=1)[C:6]1[CH:11]=[CH:10][CH:9]=[CH:8][CH:7]=1.C(=O)(O)[O-].[Na+].